From a dataset of Peptide-MHC class I binding affinity with 185,985 pairs from IEDB/IMGT. Regression. Given a peptide amino acid sequence and an MHC pseudo amino acid sequence, predict their binding affinity value. This is MHC class I binding data. (1) The peptide sequence is EAYCALLCK. The MHC is HLA-A23:01 with pseudo-sequence HLA-A23:01. The binding affinity (normalized) is 0.0847. (2) The peptide sequence is KHYWDAIRFRY. The MHC is Mamu-B52 with pseudo-sequence Mamu-B52. The binding affinity (normalized) is 0.214. (3) The binding affinity (normalized) is 0.176. The peptide sequence is CAVIPFDDIV. The MHC is HLA-A02:03 with pseudo-sequence HLA-A02:03. (4) The peptide sequence is YRHDGGNVL. The MHC is HLA-B40:02 with pseudo-sequence HLA-B40:02. The binding affinity (normalized) is 0.192. (5) The peptide sequence is IMFEQYFIY. The MHC is HLA-A11:01 with pseudo-sequence HLA-A11:01. The binding affinity (normalized) is 0. (6) The peptide sequence is SFIEVKTCTW. The MHC is HLA-A23:01 with pseudo-sequence HLA-A23:01. The binding affinity (normalized) is 0.598. (7) The peptide sequence is GEKSRCYSL. The MHC is HLA-B18:01 with pseudo-sequence HLA-B18:01. The binding affinity (normalized) is 0. (8) The peptide sequence is KMFNRASYF. The MHC is BoLA-T2a with pseudo-sequence BoLA-T2a. The binding affinity (normalized) is 0.154. (9) The peptide sequence is KELVFKFGL. The MHC is Mamu-A11 with pseudo-sequence Mamu-A11. The binding affinity (normalized) is 0.873.